This data is from Reaction yield outcomes from USPTO patents with 853,638 reactions. The task is: Predict the reaction yield, written as a fraction of the theoretical maximum amount of product (1.0 means a 100% yield; for example, 0.34 means a 34% yield). The reactants are [CH3:1][N:2]([CH3:23])[C:3]([CH:5](C)[CH2:6][C:7]#[C:8][C:9]1[CH:10]=[C:11]([CH:19]=[CH:20][CH:21]=1)[C:12]([NH:14][CH:15]([CH3:18])[CH2:16][OH:17])=[O:13])=[O:4]. The catalyst is [Ni]. The product is [CH3:23][N:2]([CH3:1])[C:3]([CH2:5][CH2:6][CH:7]=[CH:8][C:9]1[CH:10]=[C:11]([CH:19]=[CH:20][CH:21]=1)[C:12]([NH:14][CH:15]([CH3:18])[CH2:16][OH:17])=[O:13])=[O:4]. The yield is 0.400.